This data is from Full USPTO retrosynthesis dataset with 1.9M reactions from patents (1976-2016). The task is: Predict the reactants needed to synthesize the given product. (1) Given the product [Cl:19][C:20]1[CH:21]=[CH:22][C:23]([CH:26]2[CH:30]([C:31]3[CH:32]=[CH:33][C:34]([Cl:37])=[CH:35][CH:36]=3)[N:29]([C:7]([C:6]3[CH:10]=[CH:11][C:3]([CH2:2][Cl:1])=[CH:4][CH:5]=3)=[O:8])[C:28]([C:38]3[CH:43]=[C:42]([C:44]([F:45])([F:46])[F:47])[CH:41]=[CH:40][C:39]=3[O:48][CH2:49][CH3:50])=[N:27]2)=[CH:24][CH:25]=1, predict the reactants needed to synthesize it. The reactants are: [Cl:1][CH2:2][C:3]1[CH:11]=[CH:10][C:6]([C:7](Cl)=[O:8])=[CH:5][CH:4]=1.C(N(CC)CC)C.[Cl:19][C:20]1[CH:25]=[CH:24][C:23]([CH:26]2[CH:30]([C:31]3[CH:36]=[CH:35][C:34]([Cl:37])=[CH:33][CH:32]=3)[NH:29][C:28]([C:38]3[CH:43]=[C:42]([C:44]([F:47])([F:46])[F:45])[CH:41]=[CH:40][C:39]=3[O:48][CH2:49][CH3:50])=[N:27]2)=[CH:22][CH:21]=1. (2) Given the product [S:14]1[CH:15]=[CH:16][N:17]=[C:13]1[C:10]1[NH:11][C:12]2[C:8]([CH:9]=1)=[CH:7][CH:6]=[CH:5][C:4]=2[NH2:1], predict the reactants needed to synthesize it. The reactants are: [N+:1]([C:4]1[CH:5]=[CH:6][CH:7]=[C:8]2[C:12]=1[NH:11][C:10]([C:13]1[S:14][CH:15]=[CH:16][N:17]=1)=[CH:9]2)([O-])=O.O1CCCC1.O.NN. (3) The reactants are: [CH:1]1[C:13]2[CH:12]([CH2:14][C:15]([OH:17])=O)[C:11]3[C:6](=[CH:7][CH:8]=[CH:9][CH:10]=3)[C:5]=2[CH:4]=[CH:3][CH:2]=1.C1C=NC2N(O)N=NC=2C=1.CCN=C=NCCCN(C)C.[N:39]1([CH2:45][CH2:46][CH2:47][N:48]2[CH2:53][CH2:52][NH:51][CH2:50][CH2:49]2)[CH2:44][CH2:43][CH2:42][CH2:41][CH2:40]1.[ClH:54]. Given the product [ClH:54].[ClH:54].[CH:1]1[C:13]2[CH:12]([CH2:14][C:15]([N:51]3[CH2:50][CH2:49][N:48]([CH2:47][CH2:46][CH2:45][N:39]4[CH2:40][CH2:41][CH2:42][CH2:43][CH2:44]4)[CH2:53][CH2:52]3)=[O:17])[C:11]3[C:6](=[CH:7][CH:8]=[CH:9][CH:10]=3)[C:5]=2[CH:4]=[CH:3][CH:2]=1, predict the reactants needed to synthesize it. (4) The reactants are: [Br:1][C:2]1[S:6][C:5]([Cl:7])=[C:4]([CH2:8][C:9]2[CH:14]=[CH:13][C:12]([O:15]C)=[CH:11][CH:10]=2)[CH:3]=1.B(Br)(Br)Br.Cl.O. Given the product [Br:1][C:2]1[S:6][C:5]([Cl:7])=[C:4]([CH2:8][C:9]2[CH:14]=[CH:13][C:12]([OH:15])=[CH:11][CH:10]=2)[CH:3]=1, predict the reactants needed to synthesize it. (5) Given the product [OH:41][CH2:40][C:36]1([CH2:35][O:1][C:2]2[CH:3]=[C:4]([CH3:33])[C:5]([C:9]3[CH:14]=[CH:13][CH:12]=[C:11]([CH2:15][O:16][C:17]4[CH:22]=[CH:21][C:20]([C:23]5([CH2:27][C:28]([O:30][CH2:31][CH3:32])=[O:29])[CH2:24][O:25][CH2:26]5)=[CH:19][CH:18]=4)[CH:10]=3)=[C:6]([CH3:8])[CH:7]=2)[CH2:39][O:38][CH2:37]1, predict the reactants needed to synthesize it. The reactants are: [OH:1][C:2]1[CH:7]=[C:6]([CH3:8])[C:5]([C:9]2[CH:14]=[CH:13][CH:12]=[C:11]([CH2:15][O:16][C:17]3[CH:22]=[CH:21][C:20]([C:23]4([CH2:27][C:28]([O:30][CH2:31][CH3:32])=[O:29])[CH2:26][O:25][CH2:24]4)=[CH:19][CH:18]=3)[CH:10]=2)=[C:4]([CH3:33])[CH:3]=1.Br[CH2:35][C:36]1([CH2:40][OH:41])[CH2:39][O:38][CH2:37]1.C(=O)([O-])[O-].[Cs+].[Cs+]. (6) Given the product [OH:1][C:2]1[C:7]([OH:8])=[CH:6][C:5]([C:10]#[N:11])=[C:4]([C:12]2[CH:17]=[C:16]([CH3:18])[CH:15]=[C:14]([CH3:19])[CH:13]=2)[C:3]=1[C:20]#[N:21], predict the reactants needed to synthesize it. The reactants are: [OH:1][C:2]1[C:7]([O:8]C)=[CH:6][C:5]([C:10]#[N:11])=[C:4]([C:12]2[CH:17]=[C:16]([CH3:18])[CH:15]=[C:14]([CH3:19])[CH:13]=2)[C:3]=1[C:20]#[N:21].BrC1C(C#N)=C(O)C(OC)=CC=1C#N.CC1C=C(B(O)O)C=C(C)C=1. (7) Given the product [CH3:19][NH:20][C:21]([C:23]1[C:31]2[C:26](=[CH:27][C:28]([O:32][C:2]3[CH:7]=[CH:6][N:5]=[C:4]4[CH:8]=[C:9]([C:11]5[CH:16]=[CH:15][CH:14]=[C:13]([O:17][CH3:18])[N:12]=5)[S:10][C:3]=34)=[CH:29][CH:30]=2)[N:25]([CH3:33])[C:24]=1[CH3:34])=[O:22], predict the reactants needed to synthesize it. The reactants are: Cl[C:2]1[CH:7]=[CH:6][N:5]=[C:4]2[CH:8]=[C:9]([C:11]3[CH:16]=[CH:15][CH:14]=[C:13]([O:17][CH3:18])[N:12]=3)[S:10][C:3]=12.[CH3:19][NH:20][C:21]([C:23]1[C:31]2[C:26](=[CH:27][C:28]([OH:32])=[CH:29][CH:30]=2)[N:25]([CH3:33])[C:24]=1[CH3:34])=[O:22].C([O-])([O-])=O.[Cs+].[Cs+].